This data is from NCI-60 drug combinations with 297,098 pairs across 59 cell lines. The task is: Regression. Given two drug SMILES strings and cell line genomic features, predict the synergy score measuring deviation from expected non-interaction effect. (1) Drug 1: CC1CCC2CC(C(=CC=CC=CC(CC(C(=O)C(C(C(=CC(C(=O)CC(OC(=O)C3CCCCN3C(=O)C(=O)C1(O2)O)C(C)CC4CCC(C(C4)OC)O)C)C)O)OC)C)C)C)OC. Drug 2: CC=C1C(=O)NC(C(=O)OC2CC(=O)NC(C(=O)NC(CSSCCC=C2)C(=O)N1)C(C)C)C(C)C. Cell line: SK-OV-3. Synergy scores: CSS=42.4, Synergy_ZIP=-1.50, Synergy_Bliss=-2.13, Synergy_Loewe=-6.58, Synergy_HSA=-0.162. (2) Drug 1: CN1CCC(CC1)COC2=C(C=C3C(=C2)N=CN=C3NC4=C(C=C(C=C4)Br)F)OC. Drug 2: C1=CC=C(C=C1)NC(=O)CCCCCCC(=O)NO. Cell line: A498. Synergy scores: CSS=12.9, Synergy_ZIP=-5.15, Synergy_Bliss=-2.51, Synergy_Loewe=-2.70, Synergy_HSA=-1.58.